This data is from NCI-60 drug combinations with 297,098 pairs across 59 cell lines. The task is: Regression. Given two drug SMILES strings and cell line genomic features, predict the synergy score measuring deviation from expected non-interaction effect. (1) Drug 1: CC12CCC3C(C1CCC2O)C(CC4=C3C=CC(=C4)O)CCCCCCCCCS(=O)CCCC(C(F)(F)F)(F)F. Drug 2: C1CN(P(=O)(OC1)NCCCl)CCCl. Cell line: HOP-62. Synergy scores: CSS=3.04, Synergy_ZIP=0.740, Synergy_Bliss=-1.42, Synergy_Loewe=-5.94, Synergy_HSA=-4.55. (2) Drug 1: CC1C(C(CC(O1)OC2CC(CC3=C2C(=C4C(=C3O)C(=O)C5=C(C4=O)C(=CC=C5)OC)O)(C(=O)C)O)N)O.Cl. Drug 2: C1=CN(C(=O)N=C1N)C2C(C(C(O2)CO)O)O.Cl. Cell line: SF-539. Synergy scores: CSS=37.0, Synergy_ZIP=-4.50, Synergy_Bliss=0.223, Synergy_Loewe=0.255, Synergy_HSA=2.95. (3) Drug 1: CC1C(C(CC(O1)OC2CC(OC(C2O)C)OC3=CC4=CC5=C(C(=O)C(C(C5)C(C(=O)C(C(C)O)O)OC)OC6CC(C(C(O6)C)O)OC7CC(C(C(O7)C)O)OC8CC(C(C(O8)C)O)(C)O)C(=C4C(=C3C)O)O)O)O. Drug 2: C1=NC2=C(N=C(N=C2N1C3C(C(C(O3)CO)O)F)Cl)N. Cell line: M14. Synergy scores: CSS=58.4, Synergy_ZIP=-2.45, Synergy_Bliss=-1.41, Synergy_Loewe=-2.24, Synergy_HSA=0.0197. (4) Drug 1: CC1=C2C(C(=O)C3(C(CC4C(C3C(C(C2(C)C)(CC1OC(=O)C(C(C5=CC=CC=C5)NC(=O)C6=CC=CC=C6)O)O)OC(=O)C7=CC=CC=C7)(CO4)OC(=O)C)O)C)OC(=O)C. Drug 2: C(CCl)NC(=O)N(CCCl)N=O. Cell line: HS 578T. Synergy scores: CSS=54.2, Synergy_ZIP=-1.26, Synergy_Bliss=-2.08, Synergy_Loewe=-1.25, Synergy_HSA=0.234. (5) Drug 1: CC1=C(C=C(C=C1)NC2=NC=CC(=N2)N(C)C3=CC4=NN(C(=C4C=C3)C)C)S(=O)(=O)N.Cl. Drug 2: CN1C(=O)N2C=NC(=C2N=N1)C(=O)N. Cell line: RXF 393. Synergy scores: CSS=4.18, Synergy_ZIP=1.57, Synergy_Bliss=4.52, Synergy_Loewe=2.08, Synergy_HSA=2.90. (6) Drug 1: CNC(=O)C1=CC=CC=C1SC2=CC3=C(C=C2)C(=NN3)C=CC4=CC=CC=N4. Drug 2: CC1CCC2CC(C(=CC=CC=CC(CC(C(=O)C(C(C(=CC(C(=O)CC(OC(=O)C3CCCCN3C(=O)C(=O)C1(O2)O)C(C)CC4CCC(C(C4)OC)OCCO)C)C)O)OC)C)C)C)OC. Cell line: HL-60(TB). Synergy scores: CSS=5.85, Synergy_ZIP=-5.20, Synergy_Bliss=-6.06, Synergy_Loewe=-12.6, Synergy_HSA=-7.08.